This data is from Catalyst prediction with 721,799 reactions and 888 catalyst types from USPTO. The task is: Predict which catalyst facilitates the given reaction. (1) Reactant: N#N.[CH3:3][C:4]1([CH2:9][CH2:10][CH2:11][CH2:12][N:13]2[CH:17]=[C:16]([N+:18]([O-])=O)[CH:15]=[N:14]2)[O:8][CH2:7][CH2:6][O:5]1.[NH4+].[Cl-]. Product: [CH3:3][C:4]1([CH2:9][CH2:10][CH2:11][CH2:12][N:13]2[CH:17]=[C:16]([NH2:18])[CH:15]=[N:14]2)[O:8][CH2:7][CH2:6][O:5]1. The catalyst class is: 314. (2) Reactant: [H-].[Na+].[Cl:3][C:4]1[CH:5]=[C:6]([NH:10][C:11]2[O:12][C:13]([C:16]3[CH:21]=[CH:20][C:19]([CH:22]4[CH2:27][CH2:26][CH:25](CC=O)[CH2:24][CH2:23]4)=[CH:18][CH:17]=3)=[CH:14][N:15]=2)[CH:7]=[CH:8][CH:9]=1.[OH2:31].Cl. The catalyst class is: 1. Product: [CH2:19]([O:31][C:13](=[O:12])/[CH:16]=[CH:17]/[CH2:18][CH:25]1[CH2:26][CH2:27][CH:22]([C:19]2[CH:18]=[CH:17][C:16]([C:13]3[O:12][C:11]([NH:10][C:6]4[CH:7]=[CH:8][CH:9]=[C:4]([Cl:3])[CH:5]=4)=[N:15][CH:14]=3)=[CH:21][CH:20]=2)[CH2:23][CH2:24]1)[C:22]1[CH:27]=[CH:26][CH:25]=[CH:24][CH:23]=1. (3) Reactant: Br[C:2]1[CH:3]=[C:4]([NH:13][C:14](=[O:25])[C:15]2[CH:20]=[CH:19][C:18]([O:21][CH3:22])=[C:17]([O:23][CH3:24])[CH:16]=2)[CH:5]=[CH:6][C:7]=1[C:8]([C:11]#[N:12])([CH3:10])[CH3:9].[Cl:26][C:27]1[CH:32]=[CH:31][CH:30]=[CH:29][C:28]=1B(O)O.C([O-])([O-])=O.[K+].[K+]. Product: [Cl:26][C:27]1[CH:32]=[CH:31][CH:30]=[CH:29][C:28]=1[C:2]1[C:7]([C:8]([C:11]#[N:12])([CH3:10])[CH3:9])=[CH:6][CH:5]=[C:4]([NH:13][C:14](=[O:25])[C:15]2[CH:20]=[CH:19][C:18]([O:21][CH3:22])=[C:17]([O:23][CH3:24])[CH:16]=2)[CH:3]=1. The catalyst class is: 57.